This data is from Catalyst prediction with 721,799 reactions and 888 catalyst types from USPTO. The task is: Predict which catalyst facilitates the given reaction. (1) Reactant: [C:1]1([C:7]2[NH:11][N:10]=[C:9]([C:12]([NH:14][CH2:15][C:16]([OH:18])=O)=[O:13])[CH:8]=2)[CH:6]=[CH:5][CH:4]=[CH:3][CH:2]=1.CCN(C(C)C)C(C)C.C1C=CC2N(O)N=NC=2C=1.CCN=C=NCCCN(C)C.Cl.Cl.Cl.[NH:52]1[CH2:57][CH2:56][CH:55]([NH:58][C:59]2[CH:64]=[CH:63][CH:62]=[CH:61][C:60]=2[CH3:65])[CH2:54][CH2:53]1. Product: [O:18]=[C:16]([N:52]1[CH2:57][CH2:56][CH:55]([NH:58][C:59]2[CH:64]=[CH:63][CH:62]=[CH:61][C:60]=2[CH3:65])[CH2:54][CH2:53]1)[CH2:15][NH:14][C:12]([C:9]1[CH:8]=[C:7]([C:1]2[CH:2]=[CH:3][CH:4]=[CH:5][CH:6]=2)[NH:11][N:10]=1)=[O:13]. The catalyst class is: 18. (2) Product: [CH3:1][O:2][CH2:3][O:4][C:5]1[C:13]([CH3:14])=[CH:12][C:11]([I:34])=[C:10]2[C:6]=1[CH:7]([OH:25])[N:8]([C:16]([CH3:17])([C:18]1[CH:19]=[CH:20][CH:21]=[CH:22][CH:23]=1)[CH3:24])[C:9]2=[O:15]. The catalyst class is: 1. Reactant: [CH3:1][O:2][CH2:3][O:4][C:5]1[C:13]([CH3:14])=[CH:12][CH:11]=[C:10]2[C:6]=1[CH:7]([OH:25])[N:8]([C:16]([CH3:24])([C:18]1[CH:23]=[CH:22][CH:21]=[CH:20][CH:19]=1)[CH3:17])[C:9]2=[O:15].CN(CCN(C)C)C.[I:34]I. (3) The catalyst class is: 14. Product: [N+:8]([C:5]1[N:6]=[CH:7][C:2]([NH2:11])=[CH:3][CH:4]=1)([O-:10])=[O:9]. Reactant: Cl[C:2]1[CH:3]=[CH:4][C:5]([N+:8]([O-:10])=[O:9])=[N:6][CH:7]=1.[NH3:11].O. (4) Reactant: [NH:1]1[CH2:6][CH2:5][NH:4][CH2:3][C:2]1=[O:7].CCN(CC)CC.Cl[C:16]([O:18][C:19]1[CH:24]=[CH:23][C:22]([N+:25]([O-:27])=[O:26])=[CH:21][CH:20]=1)=[O:17].O. Product: [O:7]=[C:2]1[NH:1][CH2:6][CH2:5][N:4]([C:16]([O:18][C:19]2[CH:20]=[CH:21][C:22]([N+:25]([O-:27])=[O:26])=[CH:23][CH:24]=2)=[O:17])[CH2:3]1. The catalyst class is: 2. (5) Reactant: [Cl:1][C:2]1[C:3]([C:10](N(OC)C)=[O:11])=[N:4][CH:5]=[C:6]([S:8][CH3:9])[N:7]=1.CC(C[AlH]CC(C)C)C.Cl. Product: [Cl:1][C:2]1[C:3]([CH:10]=[O:11])=[N:4][CH:5]=[C:6]([S:8][CH3:9])[N:7]=1. The catalyst class is: 182. (6) Reactant: [CH3:1][O:2][C:3]1[CH:11]=[C:10]2[C:6]([C:7]([CH2:18][C:19]3[N:24]=[C:23]([C:25](O)=[O:26])[CH:22]=[CH:21][CH:20]=3)=[C:8]([C:12]3[CH:17]=[CH:16][CH:15]=[CH:14][CH:13]=3)[NH:9]2)=[CH:5][CH:4]=1.[N:28]#[C:29][NH2:30].Cl.C(N=C=NCCCN(C)C)C.Cl. Product: [C:29]([NH:30][C:25]([C:23]1[CH:22]=[CH:21][CH:20]=[C:19]([CH2:18][C:7]2[C:6]3[C:10](=[CH:11][C:3]([O:2][CH3:1])=[CH:4][CH:5]=3)[NH:9][C:8]=2[C:12]2[CH:17]=[CH:16][CH:15]=[CH:14][CH:13]=2)[N:24]=1)=[O:26])#[N:28]. The catalyst class is: 112. (7) Reactant: N1C=CC=CC=1.[NH2:7][C@@H:8]([C:13]([OH:15])=[O:14])[CH2:9][CH:10]([CH3:12])[CH3:11].C[Si](Cl)(C)C.[C:21](Cl)(=[O:31])[CH2:22][CH2:23][CH2:24][CH2:25][CH2:26][CH2:27][CH2:28][CH2:29][CH3:30]. Product: [C:21]([NH:7][C@@H:8]([C:13]([OH:15])=[O:14])[CH2:9][CH:10]([CH3:12])[CH3:11])(=[O:31])[CH2:22][CH2:23][CH2:24][CH2:25][CH2:26][CH2:27][CH2:28][CH2:29][CH3:30]. The catalyst class is: 4.